Dataset: Catalyst prediction with 721,799 reactions and 888 catalyst types from USPTO. Task: Predict which catalyst facilitates the given reaction. (1) Reactant: COC(=O)[NH:4][C:5]1[CH:10]=[CH:9][C:8]([C:11]2[CH:16]=[CH:15][N:14]=[CH:13][N:12]=2)=[C:7]([O:17][CH3:18])[CH:6]=1.CO.[OH-].[Na+]. Product: [CH3:18][O:17][C:7]1[CH:6]=[C:5]([CH:10]=[CH:9][C:8]=1[C:11]1[CH:16]=[CH:15][N:14]=[CH:13][N:12]=1)[NH2:4]. The catalyst class is: 6. (2) Reactant: [Br:1][C:2]1[CH:3]=[CH:4][C:5]([O:33][CH2:34][CH:35]([C:37]([O:39]CC)=[O:38])[CH3:36])=[C:6]([CH:8]2[CH2:13][C:12](=[O:14])[NH:11][CH:10]([C:15]3[CH:20]=[C:19]([Cl:21])[CH:18]=[CH:17][C:16]=3[CH3:22])[C:9]32[C:30]2[C:25](=[CH:26][C:27]([Cl:31])=[CH:28][CH:29]=2)[NH:24][C:23]3=[O:32])[CH:7]=1.[OH-].[Na+].O. Product: [Br:1][C:2]1[CH:3]=[CH:4][C:5]([O:33][CH2:34][CH:35]([C:37]([OH:39])=[O:38])[CH3:36])=[C:6]([CH:8]2[CH2:13][C:12](=[O:14])[NH:11][CH:10]([C:15]3[CH:20]=[C:19]([Cl:21])[CH:18]=[CH:17][C:16]=3[CH3:22])[C:9]32[C:30]2[C:25](=[CH:26][C:27]([Cl:31])=[CH:28][CH:29]=2)[NH:24][C:23]3=[O:32])[CH:7]=1. The catalyst class is: 1. (3) Reactant: Cl[CH2:2][C:3]1[N:4]=[C:5]([C:9]2[CH:14]=[CH:13][CH:12]=[C:11]([N+:15]([O-:17])=[O:16])[CH:10]=2)[O:6][C:7]=1[CH3:8].[O:18]=[CH:19][C:20]1[CH:28]=[CH:27][C:25]([OH:26])=[C:22]([O:23][CH3:24])[CH:21]=1.C(=O)([O-])[O-].[K+].[K+].CN(C)C=O. Product: [CH3:24][O:23][C:22]1[CH:21]=[C:20]([CH:28]=[CH:27][C:25]=1[O:26][CH2:2][C:3]1[N:4]=[C:5]([C:9]2[CH:14]=[CH:13][CH:12]=[C:11]([N+:15]([O-:17])=[O:16])[CH:10]=2)[O:6][C:7]=1[CH3:8])[CH:19]=[O:18]. The catalyst class is: 6. (4) Reactant: C([O-])(O)=O.[Na+].[Na+].[I-].[Cl:8][C:9]1[N:14]=[C:13](Cl)[C:12]([CH2:16][CH2:17]Cl)=[C:11]([CH3:19])[N:10]=1.[NH2:20][C:21]1[CH:26]=[CH:25][C:24]([CH2:27][C:28]([O:30][CH2:31][CH3:32])=[O:29])=[CH:23][CH:22]=1. Product: [Cl:8][C:9]1[N:10]=[C:11]([CH3:19])[C:12]2[CH2:16][CH2:17][N:20]([C:21]3[CH:22]=[CH:23][C:24]([CH2:27][C:28]([O:30][CH2:31][CH3:32])=[O:29])=[CH:25][CH:26]=3)[C:13]=2[N:14]=1. The catalyst class is: 18. (5) Reactant: C(N(C(C)C)CC)(C)C.[CH3:10][O:11][C:12]1[CH:13]=[C:14](/[CH:24]=[CH:25]/[C:26]([OH:28])=O)[CH:15]=[CH:16][C:17]=1[N:18]1[CH:22]=[C:21]([CH3:23])[N:20]=[CH:19]1.C1N(P([Cl:43])(N2C(=O)OCC2)=O)C(=O)OC1.O[CH2:45][CH2:46][CH:47]([C:53]1[CH:58]=[CH:57][CH:56]=[CH:55][CH:54]=1)[CH2:48][C:49]([NH:51][NH2:52])=O. The catalyst class is: 34. Product: [Cl:43][CH2:45][CH2:46][CH:47]([C:53]1[CH:58]=[CH:57][CH:56]=[CH:55][CH:54]=1)[CH2:48][C:49]1[O:28][C:26](/[CH:25]=[CH:24]/[C:14]2[CH:15]=[CH:16][C:17]([N:18]3[CH:22]=[C:21]([CH3:23])[N:20]=[CH:19]3)=[C:12]([O:11][CH3:10])[CH:13]=2)=[N:52][N:51]=1. (6) Product: [CH:38]([Si:31]([CH:32]([CH3:34])[CH3:33])([CH:35]([CH3:37])[CH3:36])[O:30][C@@H:27]1[CH2:28][CH2:29][N:25]([C:22]2[N:20]3[CH:21]=[C:16]([O:12][C@H:5]4[C:6]5[C:11](=[CH:10][CH:9]=[CH:8][CH:7]=5)[C@@H:2]([NH2:1])[CH2:3][CH2:4]4)[CH:17]=[CH:18][C:19]3=[N:24][N:23]=2)[CH2:26]1)([CH3:40])[CH3:39]. The catalyst class is: 655. Reactant: [NH2:1][C@@H:2]1[C:11]2[C:6](=[CH:7][CH:8]=[CH:9][CH:10]=2)[C@H:5]([OH:12])[CH2:4][CH2:3]1.[H-].[Na+].F[C:16]1[CH:17]=[CH:18][C:19]2[N:20]([C:22]([N:25]3[CH2:29][CH2:28][C@@H:27]([O:30][Si:31]([CH:38]([CH3:40])[CH3:39])([CH:35]([CH3:37])[CH3:36])[CH:32]([CH3:34])[CH3:33])[CH2:26]3)=[N:23][N:24]=2)[CH:21]=1.N.